Task: Predict which catalyst facilitates the given reaction.. Dataset: Catalyst prediction with 721,799 reactions and 888 catalyst types from USPTO (1) Reactant: [CH3:1][N:2]1[C:6](=[O:7])[CH2:5][N:4]([CH2:8][C:9]2[CH:18]=[CH:17][C:12]([C:13]([O:15]C)=[O:14])=[CH:11][CH:10]=2)[C:3]1=[O:19].Cl. Product: [CH3:1][N:2]1[C:6](=[O:7])[CH2:5][N:4]([CH2:8][C:9]2[CH:18]=[CH:17][C:12]([C:13]([OH:15])=[O:14])=[CH:11][CH:10]=2)[C:3]1=[O:19]. The catalyst class is: 5. (2) Reactant: [F:1][C:2]1[CH:10]=[C:9]2[C:5]([C:6]([CH:11]=[O:12])=[N:7][NH:8]2)=[CH:4][CH:3]=1.C(N(CC)CC)C.[CH3:20][O:21][C:22]1[CH:27]=[CH:26][C:25]([S:28](Cl)(=[O:30])=[O:29])=[CH:24][C:23]=1[N:32]1[CH2:37][CH2:36][N:35]([C:38](=[O:43])[C:39]([F:42])([F:41])[F:40])[CH2:34][CH2:33]1. Product: [F:1][C:2]1[CH:10]=[C:9]2[C:5]([C:6]([CH:11]=[O:12])=[N:7][N:8]2[S:28]([C:25]2[CH:26]=[CH:27][C:22]([O:21][CH3:20])=[C:23]([N:32]3[CH2:37][CH2:36][N:35]([C:38](=[O:43])[C:39]([F:42])([F:40])[F:41])[CH2:34][CH2:33]3)[CH:24]=2)(=[O:30])=[O:29])=[CH:4][CH:3]=1. The catalyst class is: 4. (3) Reactant: [Cl:1][C:2]1[CH:3]=[C:4]([NH:17][C:18]2[C:27]3[C:22](=[CH:23][CH:24]=[C:25]([C:28]4[O:29][C:30]([CH:33]=O)=[CH:31][CH:32]=4)[CH:26]=3)[N:21]=[CH:20][N:19]=2)[CH:5]=[CH:6][C:7]=1[O:8][CH2:9][C:10]1[CH:15]=[CH:14][CH:13]=[C:12]([F:16])[CH:11]=1.Cl.[CH2:36]([O:43][NH2:44])[C:37]1[CH:42]=[CH:41][CH:40]=[CH:39][CH:38]=1.C(N(C(C)C)CC)(C)C.C(O[BH-](OC(=O)C)OC(=O)C)(=O)C.[Na+].C(=O)([O-])[O-].[Na+].[Na+]. Product: [Cl:1][C:2]1[CH:3]=[C:4]([NH:17][C:18]2[C:27]3[C:22](=[CH:23][CH:24]=[C:25]([C:28]4[O:29][C:30]([CH2:33][NH:44][O:43][CH2:36][C:37]5[CH:42]=[CH:41][CH:40]=[CH:39][CH:38]=5)=[CH:31][CH:32]=4)[CH:26]=3)[N:21]=[CH:20][N:19]=2)[CH:5]=[CH:6][C:7]=1[O:8][CH2:9][C:10]1[CH:15]=[CH:14][CH:13]=[C:12]([F:16])[CH:11]=1. The catalyst class is: 7. (4) Reactant: C(O)(=O)C.[Si:5]([O:12][C@@H:13]1[CH2:22][CH2:21][CH2:20][C@H:19]2[C@@H:14]1[NH:15][CH2:16][CH2:17][NH:18]2)([C:8]([CH3:11])([CH3:10])[CH3:9])([CH3:7])[CH3:6].C(N(CC)CC)C.[C:30](O[C:30]([O:32][C:33]([CH3:36])([CH3:35])[CH3:34])=[O:31])([O:32][C:33]([CH3:36])([CH3:35])[CH3:34])=[O:31]. Product: [Si:5]([O:12][C@@H:13]1[CH2:22][CH2:21][CH2:20][C@H:19]2[C@@H:14]1[NH:15][CH2:16][CH2:17][N:18]2[C:30]([O:32][C:33]([CH3:36])([CH3:35])[CH3:34])=[O:31])([C:8]([CH3:11])([CH3:9])[CH3:10])([CH3:7])[CH3:6]. The catalyst class is: 4. (5) Reactant: [OH:1][C:2]1[CH:7]=[CH:6][C:5]([CH:8]2[CH2:10][CH:9]2[C:11]([O:13][CH3:14])=[O:12])=[CH:4][CH:3]=1.[O:15]=[S:16]1(=[O:39])[CH2:21][CH2:20][CH:19]([O:22][C:23]2[CH:28]=[C:27]([CH3:29])[C:26]([C:30]3[CH:35]=[CH:34][CH:33]=[C:32]([CH2:36]O)[CH:31]=3)=[C:25]([CH3:38])[CH:24]=2)[CH2:18][CH2:17]1.C(P(CCCC)CCCC)CCC.N(C(N1CCCCC1)=O)=NC(N1CCCCC1)=O. Product: [O:15]=[S:16]1(=[O:39])[CH2:21][CH2:20][CH:19]([O:22][C:23]2[CH:28]=[C:27]([CH3:29])[C:26]([C:30]3[CH:35]=[CH:34][CH:33]=[C:32]([CH2:36][O:1][C:2]4[CH:3]=[CH:4][C:5]([CH:8]5[CH2:10][CH:9]5[C:11]([O:13][CH3:14])=[O:12])=[CH:6][CH:7]=4)[CH:31]=3)=[C:25]([CH3:38])[CH:24]=2)[CH2:18][CH2:17]1. The catalyst class is: 345. (6) Reactant: [Mg].Cl[Si:3]([O:10][CH2:11][CH3:12])([O:7][CH2:8][CH3:9])[O:4][CH2:5][CH3:6].Br[C:14]1[CH:27]=[CH:26][C:25]2[S:24][C:23]3[C:18](=[CH:19][CH:20]=[CH:21][CH:22]=3)[S:17][C:16]=2[CH:15]=1. Product: [CH2:5]([O:4][Si:3]([O:10][CH2:11][CH3:12])([O:7][CH2:8][CH3:9])[C:14]1[CH:27]=[CH:26][C:25]2[S:24][C:23]3[C:18](=[CH:19][CH:20]=[CH:21][CH:22]=3)[S:17][C:16]=2[CH:15]=1)[CH3:6]. The catalyst class is: 1. (7) Reactant: N1C=CC=CC=1.[Br:7][C:8]1[C:21](=[O:22])[C:20]2[C:19]3[CH:18]=[CH:17][C:16]([CH3:24])([CH3:23])[O:15][C:14]=3[CH:13]=[CH:12][C:11]=2[C:10](=[O:25])[C:9]=1[OH:26].[CH3:27][C:28]1[CH:33]=[CH:32][C:31]([S:34](Cl)(=[O:36])=[O:35])=[CH:30][CH:29]=1.C(N(C(C)C)CC)(C)C.Cl. Product: [Br:7][C:8]1[C:21](=[O:22])[C:20]2[C:19]3[CH:18]=[CH:17][C:16]([CH3:23])([CH3:24])[O:15][C:14]=3[CH:13]=[CH:12][C:11]=2[C:10](=[O:25])[C:9]=1[O:26][S:34]([C:31]1[CH:32]=[CH:33][C:28]([CH3:27])=[CH:29][CH:30]=1)(=[O:36])=[O:35]. The catalyst class is: 665.